From a dataset of Full USPTO retrosynthesis dataset with 1.9M reactions from patents (1976-2016). Predict the reactants needed to synthesize the given product. Given the product [N:14]1([CH:11]2[CH2:10][CH2:9][C:8]3[CH:19]=[C:4]([NH2:1])[CH:5]=[CH:6][C:7]=3[CH2:13][CH2:12]2)[CH2:18][CH2:17][CH2:16][CH2:15]1, predict the reactants needed to synthesize it. The reactants are: [N+:1]([C:4]1[CH:5]=[CH:6][C:7]2[CH2:13][CH2:12][CH:11]([N:14]3[CH2:18][CH2:17][CH2:16][CH2:15]3)[CH2:10][CH2:9][C:8]=2[CH:19]=1)([O-])=O.